From a dataset of Full USPTO retrosynthesis dataset with 1.9M reactions from patents (1976-2016). Predict the reactants needed to synthesize the given product. (1) Given the product [Br:36][C:37]1[CH:42]=[CH:41][CH:40]=[CH:39][C:38]=1[N:28]([C:29]1[CH:34]=[CH:33][CH:32]=[CH:31][CH:30]=1)[C:21]1[C:22]([CH3:27])=[CH:23][C:24]([CH3:26])=[CH:25][C:20]=1[CH3:35], predict the reactants needed to synthesize it. The reactants are: C(P(C(C)(C)C)C(C)(C)C)(C)(C)C.CC(C)([O-])C.[Na+].[C:20]1([CH3:35])[CH:25]=[C:24]([CH3:26])[CH:23]=[C:22]([CH3:27])[C:21]=1[NH:28][C:29]1[CH:34]=[CH:33][CH:32]=[CH:31][CH:30]=1.[Br:36][C:37]1[CH:42]=[CH:41][CH:40]=[CH:39][C:38]=1I. (2) Given the product [C:6]([C:5]1[C:4](=[O:14])[N:16]([CH3:15])[C:17]2[CH:18]=[CH:19][C:20]([Br:33])=[C:21]3[C:22](=[O:32])[C:23]4[CH:24]=[CH:25][CH:26]=[CH:27][C:28]=4[C:29]=1[C:30]=23)(=[O:13])[C:7]1[CH:8]=[CH:9][CH:10]=[CH:11][CH:12]=1, predict the reactants needed to synthesize it. The reactants are: C(O[C:4](=[O:14])[CH2:5][C:6](=[O:13])[C:7]1[CH:12]=[CH:11][CH:10]=[CH:9][CH:8]=1)C.[CH3:15][NH:16][C:17]1[C:30]2[C:29](=O)[C:28]3[C:23](=[CH:24][CH:25]=[CH:26][CH:27]=3)[C:22](=[O:32])[C:21]=2[C:20]([Br:33])=[CH:19][CH:18]=1. (3) Given the product [C:1]([O:5][C:6]([N:8]1[CH2:13][CH2:12][CH:11]([C:14]2[N:15]([CH2:27][CH2:28][NH2:29])[CH:16]=[C:17]([C:19]3[CH:24]=[CH:23][C:22]([F:25])=[C:21]([Cl:26])[CH:20]=3)[N:18]=2)[CH2:10][CH2:9]1)=[O:7])([CH3:4])([CH3:3])[CH3:2], predict the reactants needed to synthesize it. The reactants are: [C:1]([O:5][C:6]([N:8]1[CH2:13][CH2:12][CH:11]([C:14]2[N:15]([CH2:27][C:28]#[N:29])[CH:16]=[C:17]([C:19]3[CH:24]=[CH:23][C:22]([F:25])=[C:21]([Cl:26])[CH:20]=3)[N:18]=2)[CH2:10][CH2:9]1)=[O:7])([CH3:4])([CH3:3])[CH3:2].[BH4-].[Na+]. (4) Given the product [NH:27]1[CH:31]=[CH:30][C:29]([C:5]2[CH:13]=[CH:12][CH:11]=[C:10]3[C:6]=2[CH2:7][N:8]([CH2:15][CH2:16][C:17]2[CH:26]=[CH:25][C:24]4[C:19](=[CH:20][CH:21]=[CH:22][CH:23]=4)[N:18]=2)[C:9]3=[O:14])=[N:28]1, predict the reactants needed to synthesize it. The reactants are: ClCCl.Br[C:5]1[CH:13]=[CH:12][CH:11]=[C:10]2[C:6]=1[CH2:7][N:8]([CH2:15][CH2:16][C:17]1[CH:26]=[CH:25][C:24]3[C:19](=[CH:20][CH:21]=[CH:22][CH:23]=3)[N:18]=1)[C:9]2=[O:14].[NH:27]1[CH:31]=[CH:30][C:29](B(O)O)=[N:28]1.C([O-])([O-])=O.[Cs+].[Cs+]. (5) Given the product [OH:9][C:10]1[C:21](=[O:22])[N:14]2[CH2:15][CH2:16][CH2:17][CH2:18][CH:19]([NH:35][C@@H:33]([C:27]3[CH:32]=[CH:31][CH:30]=[CH:29][CH:28]=3)[CH3:34])[C:13]2=[N:12][C:11]=1[C:23]([O:25][CH3:26])=[O:24], predict the reactants needed to synthesize it. The reactants are: C([O:9][C:10]1[C:21](=[O:22])[N:14]2[CH2:15][CH2:16][CH2:17][CH2:18][CH:19](Br)[C:13]2=[N:12][C:11]=1[C:23]([O:25][CH3:26])=[O:24])(=O)C1C=CC=CC=1.[C:27]1([C@H:33]([NH2:35])[CH3:34])[CH:32]=[CH:31][CH:30]=[CH:29][CH:28]=1.C(N(CC)CC)C. (6) Given the product [ClH:1].[ClH:1].[CH3:3][O:4][C:5]1[CH:6]=[CH:7][C:8]([NH:11][C:12]([N:14]2[CH2:19][CH2:18][N:17]([CH3:28])[CH2:16][CH:15]2[CH2:20][O:21][C:22]2[CH:23]=[N:24][CH:25]=[CH:26][CH:27]=2)=[O:13])=[CH:9][CH:10]=1, predict the reactants needed to synthesize it. The reactants are: [ClH:1].Cl.[CH3:3][O:4][C:5]1[CH:10]=[CH:9][C:8]([NH:11][C:12]([N:14]2[CH2:19][CH2:18][NH:17][CH2:16][CH:15]2[CH2:20][O:21][C:22]2[CH:23]=[N:24][CH:25]=[CH:26][CH:27]=2)=[O:13])=[CH:7][CH:6]=1.[CH:28](O)=O.[OH-].[Na+]. (7) Given the product [Cl:1][C:2]1[N:7]2[N:8]=[C:9]([C:12]3[CH:17]=[CH:16][CH:15]=[C:14]([Cl:18])[CH:13]=3)[C:10]([CH3:11])=[C:6]2[N:5]=[C:4]([CH3:19])[C:3]=1[C:20](=[O:26])[C:21]([O:23][CH2:24][CH3:25])=[O:22], predict the reactants needed to synthesize it. The reactants are: [Cl:1][C:2]1[N:7]2[N:8]=[C:9]([C:12]3[CH:17]=[CH:16][CH:15]=[C:14]([Cl:18])[CH:13]=3)[C:10]([CH3:11])=[C:6]2[N:5]=[C:4]([CH3:19])[C:3]=1[CH:20]([OH:26])[C:21]([O:23][CH2:24][CH3:25])=[O:22].CC(OI1(OC(C)=O)(OC(C)=O)OC(=O)C2C=CC=CC1=2)=O.